Dataset: Forward reaction prediction with 1.9M reactions from USPTO patents (1976-2016). Task: Predict the product of the given reaction. (1) The product is: [F:20][C:21]1[CH:22]=[C:23]([NH:24][S:12]([C:9]2[C:10]3[C:5](=[CH:4][CH:3]=[C:2]([OH:1])[CH:11]=3)[CH:6]=[C:7]([S:16]([NH:24][C:23]3[CH:25]=[CH:26][CH:27]=[C:21]([F:20])[CH:22]=3)(=[O:18])=[O:17])[CH:8]=2)(=[O:14])=[O:13])[CH:25]=[CH:26][CH:27]=1. Given the reactants [OH:1][C:2]1[CH:11]=[C:10]2[C:5]([CH:6]=[C:7]([S:16](Cl)(=[O:18])=[O:17])[CH:8]=[C:9]2[S:12](Cl)(=[O:14])=[O:13])=[CH:4][CH:3]=1.[F:20][C:21]1[CH:22]=[C:23]([CH:25]=[CH:26][CH:27]=1)[NH2:24], predict the reaction product. (2) Given the reactants C[Si](C)(C)[O:3][C:4](=[CH2:19])[CH2:5][CH:6]1[CH2:11][CH2:10][N:9]([C:12]([O:14][C:15]([CH3:18])([CH3:17])[CH3:16])=[O:13])[CH2:8][CH2:7]1.C(=O)(O)[O-].[Na+].[Br:27]N1C(=O)CCC1=O, predict the reaction product. The product is: [Br:27][CH2:3][C:4](=[O:19])[CH2:5][CH:6]1[CH2:11][CH2:10][N:9]([C:12]([O:14][C:15]([CH3:18])([CH3:17])[CH3:16])=[O:13])[CH2:8][CH2:7]1. (3) Given the reactants [OH-].[Na+].[CH2:3]([N:10]1[C:18]2[C:13](=[CH:14][CH:15]=[CH:16][CH:17]=2)[C:12]([CH2:19]Cl)=[N:11]1)[C:4]1[CH:9]=[CH:8][CH:7]=[CH:6][CH:5]=1.[CH2:21]([OH:25])[CH2:22][CH2:23][OH:24], predict the reaction product. The product is: [CH2:3]([N:10]1[C:18]2[C:13](=[CH:14][CH:15]=[CH:16][CH:17]=2)[C:12]([CH2:19][O:24][CH2:23][CH2:22][CH2:21][OH:25])=[N:11]1)[C:4]1[CH:9]=[CH:8][CH:7]=[CH:6][CH:5]=1.